Dataset: Reaction yield outcomes from USPTO patents with 853,638 reactions. Task: Predict the reaction yield, written as a fraction of the theoretical maximum amount of product (1.0 means a 100% yield; for example, 0.34 means a 34% yield). (1) The reactants are [CH2:1]([NH:8][C:9]1[N:10]=[CH:11][CH:12]=[C:13]2[C:17]([CH:18]=[O:19])=[C:16]([CH3:20])[NH:15][C:14]=12)[C:2]1[CH:7]=[CH:6][CH:5]=[CH:4][CH:3]=1.[BH4-].[Na+]. The catalyst is C(O)C.C(O)(=O)C. The product is [CH2:1]([NH:8][C:9]1[N:10]=[CH:11][CH:12]=[C:13]2[C:17]([CH2:18][OH:19])=[C:16]([CH3:20])[NH:15][C:14]=12)[C:2]1[CH:3]=[CH:4][CH:5]=[CH:6][CH:7]=1. The yield is 0.570. (2) The reactants are [Br:1][C:2]1[CH:7]=[CH:6][CH:5]=[CH:4][C:3]=1[CH2:8][C:9]([CH3:16])([CH3:15])[C:10]([O:12]CC)=[O:11].[OH-].[Na+].Cl. The catalyst is O1CCOCC1.C(OCC)(=O)C. The product is [Br:1][C:2]1[CH:7]=[CH:6][CH:5]=[CH:4][C:3]=1[CH2:8][C:9]([CH3:16])([CH3:15])[C:10]([OH:12])=[O:11]. The yield is 0.470. (3) The reactants are [Cl-].O[NH3+:3].[C:4](=[O:7])([O-])[OH:5].[Na+].CS(C)=O.[CH2:13]([C:17]1[CH:22]=[CH:21][C:20]([N:23]2[C:28](=[O:29])[C:27]([CH2:30][C:31]3[CH:36]=[CH:35][C:34]([C:37]4[C:38]([C:43]#[N:44])=[CH:39][CH:40]=[CH:41][CH:42]=4)=[CH:33][CH:32]=3)=[C:26]([CH2:45][CH2:46][CH3:47])[N:25]=[C:24]2[CH3:48])=[CH:19][CH:18]=1)[CH:14]([CH3:16])[CH3:15]. The catalyst is O.C(OCC)(=O)C. The product is [CH2:13]([C:17]1[CH:18]=[CH:19][C:20]([N:23]2[C:28](=[O:29])[C:27]([CH2:30][C:31]3[CH:32]=[CH:33][C:34]([C:37]4[CH:42]=[CH:41][CH:40]=[CH:39][C:38]=4[C:43]4[NH:3][C:4](=[O:7])[O:5][N:44]=4)=[CH:35][CH:36]=3)=[C:26]([CH2:45][CH2:46][CH3:47])[N:25]=[C:24]2[CH3:48])=[CH:21][CH:22]=1)[CH:14]([CH3:16])[CH3:15]. The yield is 0.400.